Dataset: Full USPTO retrosynthesis dataset with 1.9M reactions from patents (1976-2016). Task: Predict the reactants needed to synthesize the given product. (1) Given the product [N:1]1([C:7]2[CH:12]=[CH:11][CH:10]=[CH:9][C:8]=2[CH:13]([CH2:14][CH2:15][CH2:16][CH3:17])[C:23]#[N:24])[CH2:6][CH2:5][CH2:4][CH2:3][CH2:2]1, predict the reactants needed to synthesize it. The reactants are: [N:1]1([C:7]2[CH:12]=[CH:11][CH:10]=[CH:9][C:8]=2[CH:13](O)[CH2:14][CH2:15][CH2:16][CH3:17])[CH2:6][CH2:5][CH2:4][CH2:3][CH2:2]1.S(Cl)(Cl)=O.[C-:23]#[N:24].[K+].C(OCC)(=O)C. (2) Given the product [Cl-:38].[Cl-:38].[NH3+:22][C:18]1([C:15]2[CH:14]=[CH:13][C:12]([C:6]3[C:5]([C:30]4[CH:35]=[CH:34][CH:33]=[CH:32][CH:31]=4)=[CH:4][C:3]4[C:8](=[CH:9][CH:10]=[N:11][C:2]=4[CH3:1])[NH+:7]=3)=[CH:17][CH:16]=2)[CH2:19][CH2:20][CH2:21]1, predict the reactants needed to synthesize it. The reactants are: [CH3:1][C:2]1[N:11]=[CH:10][CH:9]=[C:8]2[C:3]=1[CH:4]=[C:5]([C:30]1[CH:35]=[CH:34][CH:33]=[CH:32][CH:31]=1)[C:6]([C:12]1[CH:17]=[CH:16][C:15]([C:18]3([NH:22]C(=O)OC(C)(C)C)[CH2:21][CH2:20][CH2:19]3)=[CH:14][CH:13]=1)=[N:7]2.CO.[ClH:38].CCOC(C)=O.